From a dataset of hERG potassium channel inhibition data for cardiac toxicity prediction from Karim et al.. Regression/Classification. Given a drug SMILES string, predict its toxicity properties. Task type varies by dataset: regression for continuous values (e.g., LD50, hERG inhibition percentage) or binary classification for toxic/non-toxic outcomes (e.g., AMES mutagenicity, cardiotoxicity, hepatotoxicity). Dataset: herg_karim. (1) The molecule is CS(=O)(=O)c1ccc(-c2noc([C@@H](CC3CC3)[C@H]([NH3+])C(=O)N3CC[C@H](F)C3)n2)c(F)c1. The result is 0 (non-blocker). (2) The compound is C[C@@H]1CC(c2c(F)c(N)c3c(=O)c(C(=O)O)cn(C4CC4)c3c2F)C[C@@H](C)N1. The result is 0 (non-blocker). (3) The drug is COc1cc(-c2cn(CC(=O)Nc3cccc4ccccc34)nn2)ccc1-n1cnc(C)c1. The result is 0 (non-blocker). (4) The molecule is Fc1ccccc1-c1nc2ccn(Cc3ccc(-c4ccc(C(F)(F)F)cc4C(F)(F)F)nn3)cc-2n1. The result is 1 (blocker). (5) The compound is NC1=N[C@@]2(CO1)c1cc(-c3cccnc3F)ccc1Oc1ncc(C3=CCCOC3)cc12. The result is 0 (non-blocker). (6) The molecule is O=C1OCCc2cc([C@@H]3CN4CCN(C(=O)Cc5ccc(-n6cnnn6)nc5)C[C@H]4CO3)ccc21. The result is 0 (non-blocker). (7) The compound is Cc1cnc(-c2nnc(SCCN3CCc4ccc(-c5cc(C)nn5C)cc4CC3)n2C)cn1. The result is 1 (blocker).